From a dataset of Reaction yield outcomes from USPTO patents with 853,638 reactions. Predict the reaction yield, written as a fraction of the theoretical maximum amount of product (1.0 means a 100% yield; for example, 0.34 means a 34% yield). (1) The reactants are [NH2:1][C:2]1[C:7]([N+:8]([O-:10])=[O:9])=[CH:6][CH:5]=[CH:4][C:3]=1[OH:11].[Br:12]Br. The catalyst is O1CCOCC1. The product is [NH2:1][C:2]1[C:7]([N+:8]([O-:10])=[O:9])=[CH:6][C:5]([Br:12])=[CH:4][C:3]=1[OH:11]. The yield is 0.900. (2) The reactants are [CH3:1][O:2][C:3]1[C:4](=[O:36])[C:5]([CH3:35])=[C:6]([CH2:12][C:13]2[CH:14]=[CH:15][C:16]([O:31]C(=O)C)=[C:17]([CH:30]=2)[C:18]([NH:20][C:21]2[CH:26]=[CH:25][CH:24]=[CH:23][C:22]=2[N+:27]([O-:29])=[O:28])=[O:19])[C:7](=[O:11])[C:8]=1[O:9][CH3:10].C(=O)([O-])O.[Na+]. The catalyst is CO.O. The product is [CH3:1][O:2][C:3]1[C:4](=[O:36])[C:5]([CH3:35])=[C:6]([CH2:12][C:13]2[CH:14]=[CH:15][C:16]([OH:31])=[C:17]([CH:30]=2)[C:18]([NH:20][C:21]2[CH:26]=[CH:25][CH:24]=[CH:23][C:22]=2[N+:27]([O-:29])=[O:28])=[O:19])[C:7](=[O:11])[C:8]=1[O:9][CH3:10]. The yield is 0.980. (3) The reactants are [F:1][C:2]1[C:7]([OH:8])=[CH:6][CH:5]=[C:4]([F:9])[C:3]=1[CH:10]([O:14][CH2:15][CH3:16])[C:11]([OH:13])=O.Cl.[NH2:18][CH2:19][C:20]1[CH:27]=[CH:26][C:23]([C:24]#[N:25])=[CH:22][CH:21]=1.ON1C2C=CC=CC=2N=N1.C(Cl)CCl. The catalyst is CN(C=O)C.C(N(CC)CC)C. The product is [C:19]([C:20]1[CH:27]=[CH:26][C:23]([CH2:24][NH:25][C:11](=[O:13])[CH:10]([C:3]2[C:4]([F:9])=[CH:5][CH:6]=[C:7]([OH:8])[C:2]=2[F:1])[O:14][CH2:15][CH3:16])=[CH:22][CH:21]=1)#[N:18]. The yield is 0.490. (4) The reactants are [F:1][C:2]1[CH:7]=[CH:6][C:5]([N+:8]([O-])=O)=[CH:4][C:3]=1[N:11]1[C:15](=[O:16])[NH:14][N:13]=[N:12]1. The catalyst is [Pd].CO. The product is [NH2:8][C:5]1[CH:6]=[CH:7][C:2]([F:1])=[C:3]([N:11]2[C:15](=[O:16])[NH:14][N:13]=[N:12]2)[CH:4]=1. The yield is 0.720. (5) The reactants are [CH3:1][N:2]1[C:10](=[O:11])[C:9]2[N:8]([CH2:12][O:13][CH2:14][CH2:15][Si:16]([CH3:19])([CH3:18])[CH3:17])[C:7]([S:20][CH2:21][C:22]([NH:24][CH:25]([CH2:28][CH3:29])[CH2:26][OH:27])=[O:23])=[N:6][C:5]=2[N:4]([CH3:30])[C:3]1=[O:31].CC(OI1(OC(C)=O)(OC(C)=O)OC(=O)C2C=CC=CC1=2)=O. The catalyst is C(Cl)Cl.O. The product is [CH3:1][N:2]1[C:10](=[O:11])[C:9]2[N:8]([CH2:12][O:13][CH2:14][CH2:15][Si:16]([CH3:19])([CH3:18])[CH3:17])[C:7]([S:20][CH2:21][C:22]([NH:24][CH:25]([CH2:28][CH3:29])[CH:26]=[O:27])=[O:23])=[N:6][C:5]=2[N:4]([CH3:30])[C:3]1=[O:31]. The yield is 0.961. (6) The reactants are [CH:1]([C:4]1[CH:5]=[C:6]([NH:12][C:13]2[C:18]([C:19]3[N:24]=[C:23]([CH3:25])[N:22]=[C:21]([N:26](CC4C=CC(OC)=CC=4)CC4C=CC(OC)=CC=4)[N:20]=3)=[CH:17][C:16]([C@H:45]([N:47]3[CH2:52][CH2:51][N:50]([S:53]([CH3:56])(=[O:55])=[O:54])[CH2:49][CH2:48]3)[CH3:46])=[CH:15][N:14]=2)[CH:7]=[N:8][C:9]=1[O:10][CH3:11])([CH3:3])[CH3:2].FC(F)(F)S(O)(=O)=O. The catalyst is C(O)(C(F)(F)F)=O. The product is [CH:1]([C:4]1[CH:5]=[C:6]([NH:12][C:13]2[C:18]([C:19]3[N:24]=[C:23]([CH3:25])[N:22]=[C:21]([NH2:26])[N:20]=3)=[CH:17][C:16]([C@H:45]([N:47]3[CH2:52][CH2:51][N:50]([S:53]([CH3:56])(=[O:55])=[O:54])[CH2:49][CH2:48]3)[CH3:46])=[CH:15][N:14]=2)[CH:7]=[N:8][C:9]=1[O:10][CH3:11])([CH3:2])[CH3:3]. The yield is 0.310. (7) The reactants are [Br:1]N1C(=O)CCC1=O.[S:9]1[CH:13]=[CH:12][N:11]=[C:10]1[C:14]1([C:20]#[N:21])[CH2:19][CH2:18][CH2:17][CH2:16][CH2:15]1.[O-]S([O-])(=S)=O.[Na+].[Na+]. The catalyst is CN(C=O)C. The product is [Br:1][C:13]1[S:9][C:10]([C:14]2([C:20]#[N:21])[CH2:19][CH2:18][CH2:17][CH2:16][CH2:15]2)=[N:11][CH:12]=1. The yield is 0.227. (8) The reactants are C[Si](C)(C)[C:3]#[C:4][C:5]1[CH:10]=[C:9]([F:11])[C:8]([F:12])=[CH:7][C:6]=1[F:13].C([O-])([O-])=O.[K+].[K+]. The catalyst is CO. The product is [C:4]([C:5]1[CH:10]=[C:9]([F:11])[C:8]([F:12])=[CH:7][C:6]=1[F:13])#[CH:3]. The yield is 0.210.